Dataset: Full USPTO retrosynthesis dataset with 1.9M reactions from patents (1976-2016). Task: Predict the reactants needed to synthesize the given product. (1) Given the product [N:10]1([C:6]2[CH:5]=[C:4]([CH:9]=[CH:8][CH:7]=2)[C:2]#[N:3])[CH2:15][CH2:14][NH:13][CH2:12][CH2:11]1, predict the reactants needed to synthesize it. The reactants are: Cl.[C:2]([C:4]1[CH:5]=[C:6]([N:10]2[CH2:15][CH2:14][N:13](C(OC(C)(C)C)=O)[CH2:12][CH2:11]2)[CH:7]=[CH:8][CH:9]=1)#[N:3]. (2) Given the product [CH3:14][S:15]([O:13][CH2:12][C:8]1[CH:9]=[CH:10][CH:11]=[C:6]([C:5]2[NH:1][N:2]=[N:3][N:4]=2)[CH:7]=1)(=[O:17])=[O:16], predict the reactants needed to synthesize it. The reactants are: [NH:1]1[C:5]([C:6]2[CH:7]=[C:8]([CH2:12][OH:13])[CH:9]=[CH:10][CH:11]=2)=[N:4][N:3]=[N:2]1.[CH3:14][S:15](Cl)(=[O:17])=[O:16].C(N(CC)CC)C. (3) Given the product [C:25]1([C@@H:23]([NH:22][C:21](=[O:31])[CH2:20][C@H:15]([C:12]2[CH:11]=[CH:10][C:9]([F:8])=[CH:14][CH:13]=2)[CH2:16][CH2:17][OH:18])[CH3:24])[CH:26]=[CH:27][CH:28]=[CH:29][CH:30]=1, predict the reactants needed to synthesize it. The reactants are: C(N(CC)CC)C.[F:8][C:9]1[CH:14]=[CH:13][C:12]([C@@H:15]([CH2:20][C:21](=[O:31])[NH:22][C@H:23]([C:25]2[CH:30]=[CH:29][CH:28]=[CH:27][CH:26]=2)[CH3:24])[CH2:16][C:17](O)=[O:18])=[CH:11][CH:10]=1.ClC(OCC(C)C)=O. (4) Given the product [CH2:15]([N:22]1[CH2:30][C:29]2[C:24](=[CH:25][CH:26]=[C:27]([NH:1][C:2]3[CH:11]=[CH:10][C:9]([CH:12]4[CH2:14][CH2:13]4)=[CH:8][C:3]=3[C:4]([O:6][CH3:7])=[O:5])[CH:28]=2)[C:23]1=[O:32])[C:16]1[CH:17]=[CH:18][CH:19]=[CH:20][CH:21]=1, predict the reactants needed to synthesize it. The reactants are: [NH2:1][C:2]1[CH:11]=[CH:10][C:9]([CH:12]2[CH2:14][CH2:13]2)=[CH:8][C:3]=1[C:4]([O:6][CH3:7])=[O:5].[CH2:15]([N:22]1[CH2:30][C:29]2[C:24](=[CH:25][CH:26]=[C:27](Br)[CH:28]=2)[C:23]1=[O:32])[C:16]1[CH:21]=[CH:20][CH:19]=[CH:18][CH:17]=1.C(=O)([O-])[O-].[Cs+].[Cs+].C1(C)C=CC=CC=1. (5) Given the product [CH3:33][C:11]1[N:10]=[C:9]([C:7]2[CH:6]=[N:5][N:4]([CH2:3][CH2:2][OH:1])[CH:8]=2)[C:18]2[CH2:17][CH2:16][C@H:15]3[C@H:19]([CH3:26])[C:20]4[O:25][N:35]=[CH:23][C:21]=4[CH2:22][C@:14]3([C:27]3[CH:28]=[CH:29][CH:30]=[CH:31][CH:32]=3)[C:13]=2[N:12]=1, predict the reactants needed to synthesize it. The reactants are: [OH:1][CH2:2][CH2:3][N:4]1[CH:8]=[C:7]([C:9]2[C:18]3[CH2:17][CH2:16][C@H:15]4[C@H:19]([CH3:26])[C:20](=[O:25])/[C:21](=[CH:23]\O)/[CH2:22][C@:14]4([C:27]4[CH:32]=[CH:31][CH:30]=[CH:29][CH:28]=4)[C:13]=3[N:12]=[C:11]([CH3:33])[N:10]=2)[CH:6]=[N:5]1.Cl.[NH2:35]O.